Dataset: Reaction yield outcomes from USPTO patents with 853,638 reactions. Task: Predict the reaction yield, written as a fraction of the theoretical maximum amount of product (1.0 means a 100% yield; for example, 0.34 means a 34% yield). (1) The product is [O:1]1[C:5]2[CH:6]=[CH:7][C:8]([C:10]3([C:13]([NH:15][C:16]4[S:17][C:18]([C@H:21]([C:22]5[CH:27]=[CH:26][C:25]([F:28])=[CH:24][C:23]=5[Cl:29])[N:30]5[CH2:34][CH2:33][C@@H:32]([OH:35])[CH2:31]5)=[CH:19][N:20]=4)=[O:14])[CH2:12][CH2:11]3)=[CH:9][C:4]=2[O:3][CH2:2]1. The catalyst is O. The reactants are [O:1]1[C:5]2[CH:6]=[CH:7][C:8]([C:10]3([C:13]([NH:15][C:16]4[S:17][C:18]([C@@H:21]([N:30]5[CH2:34][CH2:33][C@@H:32]([O:35][Si](C(C)(C)C)(C)C)[CH2:31]5)[C:22]5[CH:27]=[CH:26][C:25]([F:28])=[CH:24][C:23]=5[Cl:29])=[CH:19][N:20]=4)=[O:14])[CH2:12][CH2:11]3)=[CH:9][C:4]=2[O:3][CH2:2]1.CCCC[N+](CCCC)(CCCC)CCCC.[F-]. The yield is 0.610. (2) The reactants are [NH2:1][CH2:2][CH2:3][NH:4][CH2:5][CH2:6][NH2:7].[C:8]([C:12]([O:14]CC)=O)([F:11])([F:10])[F:9]. The catalyst is CCOCC. The product is [F:11][C:8]([F:9])([F:10])[C:12]([NH:1][CH2:2][CH2:3][NH:4][CH2:5][CH2:6][NH:7][C:12](=[O:14])[C:8]([F:11])([F:10])[F:9])=[O:14]. The yield is 0.610. (3) The reactants are [Br:1][C:2]1[C:6]2[CH:7]=[CH:8][CH:9]=[CH:10][C:5]=2[O:4][C:3]=1[CH:11]=[O:12].[CH2:13](O)[CH2:14][OH:15]. The catalyst is C1C=CC=CC=1.C([O-])(O)=O.[Na+].O.C1(C)C=CC(S(O)(=O)=O)=CC=1. The product is [Br:1][C:2]1[C:6]2[CH:7]=[CH:8][CH:9]=[CH:10][C:5]=2[O:4][C:3]=1[CH:11]1[O:15][CH2:14][CH2:13][O:12]1. The yield is 1.00. (4) The reactants are [Br:1][C:2]1[CH:10]=[CH:9][C:5]([C:6](Cl)=[O:7])=[C:4]([F:11])[CH:3]=1.[CH3:12][O:13][C:14]1[CH:19]=[C:18]([NH2:20])[CH:17]=[CH:16][N:15]=1.N1C=CC=CC=1.Cl. The catalyst is ClCCl. The product is [Br:1][C:2]1[CH:10]=[CH:9][C:5]([C:6]([NH:20][C:18]2[CH:17]=[CH:16][N:15]=[C:14]([O:13][CH3:12])[CH:19]=2)=[O:7])=[C:4]([F:11])[CH:3]=1. The yield is 0.440.